Dataset: Forward reaction prediction with 1.9M reactions from USPTO patents (1976-2016). Task: Predict the product of the given reaction. (1) Given the reactants [NH2:1][C:2]1[N:7]=[CH:6][N:5]=[C:4]2[N:8]([CH2:20][C:21]3[O:22][C:23]4[C:28]([C:29](=[O:38])[C:30]=3[C:31]3[CH:36]=[CH:35][CH:34]=[C:33]([F:37])[CH:32]=3)=[CH:27][CH:26]=[CH:25][CH:24]=4)[N:9]=[C:10]([C:11]3[CH:16]=[C:15]([O:17]C)[CH:14]=[C:13]([F:19])[CH:12]=3)[C:3]=12, predict the reaction product. The product is: [NH2:1][C:2]1[N:7]=[CH:6][N:5]=[C:4]2[N:8]([CH2:20][C:21]3[O:22][C:23]4[C:28]([C:29](=[O:38])[C:30]=3[C:31]3[CH:36]=[CH:35][CH:34]=[C:33]([F:37])[CH:32]=3)=[CH:27][CH:26]=[CH:25][CH:24]=4)[N:9]=[C:10]([C:11]3[CH:16]=[C:15]([OH:17])[CH:14]=[C:13]([F:19])[CH:12]=3)[C:3]=12. (2) Given the reactants [H-].[H-].[H-].[H-].[Li+].[Al+3].[Cl:7][C:8]1[CH:9]=[CH:10][C:11]([OH:30])=[C:12]([C:28]=1[CH3:29])[C:13]([C:15]1[C:20]([CH3:21])=[CH:19][C:18]([O:22][CH3:23])=[C:17]([O:24][CH3:25])[C:16]=1[O:26][CH3:27])=[O:14].Cl, predict the reaction product. The product is: [Cl:7][C:8]1[CH:9]=[CH:10][C:11]([OH:30])=[C:12]([C:28]=1[CH3:29])[CH:13]([OH:14])[C:15]1[C:20]([CH3:21])=[CH:19][C:18]([O:22][CH3:23])=[C:17]([O:24][CH3:25])[C:16]=1[O:26][CH3:27]. (3) Given the reactants [O:1]=[C:2]1[CH2:6][S:5][CH2:4][CH:3]1[C:7]([O:9][CH3:10])=[O:8].[Cl:11][C:12]1[CH:13]=[C:14]([CH:17]=[CH:18][CH:19]=1)[CH:15]=O.N1CCCCC1, predict the reaction product. The product is: [Cl:11][C:12]1[CH:13]=[C:14]([CH2:15][C:6]2[S:5][CH:4]=[C:3]([C:7]([O:9][CH3:10])=[O:8])[C:2]=2[OH:1])[CH:17]=[CH:18][CH:19]=1.